Task: Regression. Given two drug SMILES strings and cell line genomic features, predict the synergy score measuring deviation from expected non-interaction effect.. Dataset: NCI-60 drug combinations with 297,098 pairs across 59 cell lines (1) Drug 1: CC1=C(C=C(C=C1)NC(=O)C2=CC=C(C=C2)CN3CCN(CC3)C)NC4=NC=CC(=N4)C5=CN=CC=C5. Drug 2: CC1=C(C(=O)C2=C(C1=O)N3CC4C(C3(C2COC(=O)N)OC)N4)N. Cell line: MOLT-4. Synergy scores: CSS=36.3, Synergy_ZIP=-2.73, Synergy_Bliss=-2.27, Synergy_Loewe=-2.49, Synergy_HSA=-1.11. (2) Drug 1: C1=NC2=C(N1)C(=S)N=CN2. Drug 2: C1C(C(OC1N2C=NC(=NC2=O)N)CO)O. Cell line: TK-10. Synergy scores: CSS=28.3, Synergy_ZIP=-0.958, Synergy_Bliss=-1.83, Synergy_Loewe=-18.4, Synergy_HSA=-0.890. (3) Drug 1: CCC1=CC2CC(C3=C(CN(C2)C1)C4=CC=CC=C4N3)(C5=C(C=C6C(=C5)C78CCN9C7C(C=CC9)(C(C(C8N6C)(C(=O)OC)O)OC(=O)C)CC)OC)C(=O)OC.C(C(C(=O)O)O)(C(=O)O)O. Drug 2: CS(=O)(=O)OCCCCOS(=O)(=O)C. Cell line: HCC-2998. Synergy scores: CSS=61.2, Synergy_ZIP=0.210, Synergy_Bliss=1.56, Synergy_Loewe=-15.0, Synergy_HSA=0.477.